The task is: Regression. Given a peptide amino acid sequence and an MHC pseudo amino acid sequence, predict their binding affinity value. This is MHC class II binding data.. This data is from Peptide-MHC class II binding affinity with 134,281 pairs from IEDB. (1) The peptide sequence is NRVWNSFQIEEFGTGE. The MHC is HLA-DQA10501-DQB10402 with pseudo-sequence HLA-DQA10501-DQB10402. The binding affinity (normalized) is 0.326. (2) The peptide sequence is LSSNDLAKYKANWIE. The MHC is DRB1_0301 with pseudo-sequence DRB1_0301. The binding affinity (normalized) is 0.293. (3) The peptide sequence is AMAPTMAAPGAAVAS. The MHC is HLA-DPA10301-DPB10402 with pseudo-sequence HLA-DPA10301-DPB10402. The binding affinity (normalized) is 0.146. (4) The MHC is HLA-DPA10103-DPB10301 with pseudo-sequence HLA-DPA10103-DPB10301. The peptide sequence is ASEGAVDIINRWQVV. The binding affinity (normalized) is 0.146. (5) The peptide sequence is EKKYFAATQFEPLAS. The MHC is HLA-DQA10501-DQB10201 with pseudo-sequence HLA-DQA10501-DQB10201. The binding affinity (normalized) is 0.359. (6) The peptide sequence is DEYVEQVAQYKALPV. The MHC is DRB1_1501 with pseudo-sequence DRB1_1501. The binding affinity (normalized) is 0.804.